This data is from Forward reaction prediction with 1.9M reactions from USPTO patents (1976-2016). The task is: Predict the product of the given reaction. (1) Given the reactants C([O:3][C:4](=[O:25])[C@@H:5]([O:22][CH2:23][CH3:24])[CH2:6][C:7]1[CH:12]=[CH:11][C:10]([O:13][CH2:14][C:15]2[S:16][C:17](Br)=[CH:18][C:19]=2[CH3:20])=[CH:9][CH:8]=1)C.[CH3:26][N:27]1[C:31]([C:32]2[CH:37]=[CH:36][C:35](B3OC(C)(C)C(C)(C)O3)=[CH:34][CH:33]=2)=[N:30][N:29]=[N:28]1, predict the reaction product. The product is: [CH2:23]([O:22][C@@H:5]([CH2:6][C:7]1[CH:8]=[CH:9][C:10]([O:13][CH2:14][C:15]2[S:16][C:17]([C:35]3[CH:34]=[CH:33][C:32]([C:31]4[N:27]([CH3:26])[N:28]=[N:29][N:30]=4)=[CH:37][CH:36]=3)=[CH:18][C:19]=2[CH3:20])=[CH:11][CH:12]=1)[C:4]([OH:3])=[O:25])[CH3:24]. (2) Given the reactants [Cl:1][C:2]1[CH:7]=[CH:6][C:5]([C@H:8]2[C@@H:18]([C:19]3[CH:24]=[CH:23][C:22]([Cl:25])=[CH:21][CH:20]=3)[N:11]3[C:12](=[O:17])[C:13](I)=[CH:14][CH:15]=[C:10]3[N:9]2[S:26]([C:29]2[CH:30]=[C:31]([CH:34]=[CH:35][CH:36]=2)[C:32]#[N:33])(=[O:28])=[O:27])=[CH:4][CH:3]=1.[CH3:37][C:38]([CH3:43])=[CH:39]B(O)O, predict the reaction product. The product is: [Cl:1][C:2]1[CH:7]=[CH:6][C:5]([C@H:8]2[C@@H:18]([C:19]3[CH:24]=[CH:23][C:22]([Cl:25])=[CH:21][CH:20]=3)[N:11]3[C:12](=[O:17])[C:13]([CH:37]=[C:38]([CH3:43])[CH3:39])=[CH:14][CH:15]=[C:10]3[N:9]2[S:26]([C:29]2[CH:30]=[C:31]([CH:34]=[CH:35][CH:36]=2)[C:32]#[N:33])(=[O:28])=[O:27])=[CH:4][CH:3]=1. (3) Given the reactants [CH2:1]([N:8]([CH3:13])[CH2:9][C:10]([CH3:12])=[O:11])[C:2]1[CH:7]=[CH:6][CH:5]=[CH:4][CH:3]=1.[BH4-].[Na+], predict the reaction product. The product is: [CH2:1]([N:8]([CH3:13])[CH2:9][CH:10]([OH:11])[CH3:12])[C:2]1[CH:7]=[CH:6][CH:5]=[CH:4][CH:3]=1. (4) Given the reactants [NH2:1][C:2]1[N:27]=[C:5]2[CH:6]=[CH:7][C:8]([C:10]3[CH:15]=[CH:14][C:13]([NH:16][C:17](=[O:26])[CH2:18][C:19]4[CH:24]=[CH:23][C:22]([F:25])=[CH:21][CH:20]=4)=[CH:12][CH:11]=3)=[CH:9][N:4]2[N:3]=1.[CH2:28]([N:30]([CH2:44][CH3:45])[C:31](=[O:43])[C:32]1[CH:37]=[CH:36][C:35](I)=[C:34]([O:39][CH:40]([CH3:42])[CH3:41])[CH:33]=1)[CH3:29].CC(C1C=C(C(C)C)C(C2C=CC=CC=2P(C2CCCCC2)C2CCCCC2)=C(C(C)C)C=1)C.CC(C)([O-])C.[Na+], predict the reaction product. The product is: [CH2:44]([N:30]([CH2:28][CH3:29])[C:31](=[O:43])[C:32]1[CH:37]=[CH:36][C:35]([NH:1][C:2]2[N:27]=[C:5]3[CH:6]=[CH:7][C:8]([C:10]4[CH:11]=[CH:12][C:13]([NH:16][C:17](=[O:26])[CH2:18][C:19]5[CH:24]=[CH:23][C:22]([F:25])=[CH:21][CH:20]=5)=[CH:14][CH:15]=4)=[CH:9][N:4]3[N:3]=2)=[C:34]([O:39][CH:40]([CH3:41])[CH3:42])[CH:33]=1)[CH3:45].